Dataset: Full USPTO retrosynthesis dataset with 1.9M reactions from patents (1976-2016). Task: Predict the reactants needed to synthesize the given product. (1) Given the product [C:24]1([CH:17]([C:18]2[CH:19]=[CH:20][CH:21]=[CH:22][CH:23]=2)[C:14]2[S:13][C:12]([C:10]([NH:9][C@@H:5]([CH2:4][CH2:3][CH2:2][NH:1][CH:41]=[NH:45])[C:6]([OH:8])=[O:7])=[O:11])=[CH:16][CH:15]=2)[CH:29]=[CH:28][CH:27]=[CH:26][CH:25]=1.[C:30]([OH:36])([C:32]([F:35])([F:34])[F:33])=[O:31], predict the reactants needed to synthesize it. The reactants are: [NH2:1][CH2:2][CH2:3][CH2:4][C@H:5]([NH:9][C:10]([C:12]1[S:13][C:14]([CH:17]([C:24]2[CH:29]=[CH:28][CH:27]=[CH:26][CH:25]=2)[C:18]2[CH:23]=[CH:22][CH:21]=[CH:20][CH:19]=2)=[CH:15][CH:16]=1)=[O:11])[C:6]([OH:8])=[O:7].[C:30]([OH:36])([C:32]([F:35])([F:34])[F:33])=[O:31].C(O)C.Cl.[CH:41](=[NH:45])OCC. (2) Given the product [CH2:54]([O:53][C:50]1[CH:51]=[CH:52][C:43]([C@@H:34]([OH:35])[CH2:33][NH:7][CH:8]([CH3:32])[CH2:9][C:10]2[CH:11]=[C:12]([NH:16][C:17]([NH:19][C:20]3[CH:25]=[CH:24][CH:23]=[CH:22][C:21]=3[C:26]3[CH:27]=[CH:28][CH:29]=[CH:30][CH:31]=3)=[O:18])[CH:13]=[CH:14][CH:15]=2)=[C:44]2[C:49]=1[NH:48][C:47](=[O:61])[CH:46]=[CH:45]2)[C:55]1[CH:56]=[CH:57][CH:58]=[CH:59][CH:60]=1, predict the reactants needed to synthesize it. The reactants are: C(OC(=O)[N:7]([CH2:33][C@@H:34]([C:43]1[CH:52]=[CH:51][C:50]([O:53][CH2:54][C:55]2[CH:60]=[CH:59][CH:58]=[CH:57][CH:56]=2)=[C:49]2[C:44]=1[CH:45]=[CH:46][C:47](=[O:61])[NH:48]2)[O:35][Si](C(C)(C)C)(C)C)[CH:8]([CH3:32])[CH2:9][C:10]1[CH:15]=[CH:14][CH:13]=[C:12]([NH:16][C:17]([NH:19][C:20]2[CH:25]=[CH:24][CH:23]=[CH:22][C:21]=2[C:26]2[CH:31]=[CH:30][CH:29]=[CH:28][CH:27]=2)=[O:18])[CH:11]=1)(C)(C)C.Cl.C(OC1C=CC([C@@H](O)CNCCC2C=C(NC(NC(C3C=CC=CC=3)C3C=CC=CC=3)=O)C=CC=2)=C2C=1NC(=O)C=C2)C1C=CC=CC=1. (3) Given the product [OH:1][C:2]1[CH:7]=[CH:6][CH:5]=[CH:4][C:3]=1[C:8]1[N:13]=[C:12]([C:11]2[CH:15]=[CH:16][CH:17]=[CH:18][C:10]=2[OH:9])[N:20]([CH2:22][C:23]2[CH:28]=[CH:27][N:26]=[CH:25][CH:24]=2)[N:21]=1, predict the reactants needed to synthesize it. The reactants are: [OH:1][C:2]1[CH:7]=[CH:6][CH:5]=[CH:4][C:3]=1[C:8]1[O:9][C:10]2[CH:18]=[CH:17][CH:16]=[CH:15][C:11]=2[C:12](=O)[N:13]=1.Cl.[NH:20]([CH2:22][C:23]1[CH:28]=[CH:27][N:26]=[CH:25][CH:24]=1)[NH2:21].C(N(CC)CC)C.